From a dataset of Reaction yield outcomes from USPTO patents with 853,638 reactions. Predict the reaction yield, written as a fraction of the theoretical maximum amount of product (1.0 means a 100% yield; for example, 0.34 means a 34% yield). (1) The reactants are [NH2:1][C:2]1[CH:24]=[CH:23][C:5]([CH2:6][C:7]2[C:15]3[C:10](=[CH:11][CH:12]=[CH:13][CH:14]=3)[N:9]([CH2:16][C:17]([O:19][CH2:20][CH3:21])=[O:18])[C:8]=2[CH3:22])=[CH:4][CH:3]=1.C(N(CC)CC)C.[Cl:32][C:33]1[CH:34]=[C:35]([CH:39]=[CH:40][C:41]=1[Cl:42])[C:36](Cl)=[O:37]. The catalyst is ClCCl. The product is [Cl:32][C:33]1[CH:34]=[C:35]([CH:39]=[CH:40][C:41]=1[Cl:42])[C:36]([NH:1][C:2]1[CH:3]=[CH:4][C:5]([CH2:6][C:7]2[C:15]3[C:10](=[CH:11][CH:12]=[CH:13][CH:14]=3)[N:9]([CH2:16][C:17]([O:19][CH2:20][CH3:21])=[O:18])[C:8]=2[CH3:22])=[CH:23][CH:24]=1)=[O:37]. The yield is 0.797. (2) The reactants are I[C:2]1[CH:3]=[C:4]([CH:8]=[CH:9][C:10]=1[CH3:11])[C:5]([OH:7])=[O:6].[CH3:12][O:13][C:14]([C:16]1[CH:21]=[CH:20][C:19](B(O)O)=[CH:18][CH:17]=1)=[O:15].C(=O)([O-])[O-].[Cs+].[Cs+]. The catalyst is COCCOC.C1C=CC([P]([Pd]([P](C2C=CC=CC=2)(C2C=CC=CC=2)C2C=CC=CC=2)([P](C2C=CC=CC=2)(C2C=CC=CC=2)C2C=CC=CC=2)[P](C2C=CC=CC=2)(C2C=CC=CC=2)C2C=CC=CC=2)(C2C=CC=CC=2)C2C=CC=CC=2)=CC=1. The product is [CH3:12][O:13][C:14]([C:16]1[CH:21]=[CH:20][C:19]([C:2]2[C:10]([CH3:11])=[CH:9][CH:8]=[C:4]([C:5]([OH:7])=[O:6])[CH:3]=2)=[CH:18][CH:17]=1)=[O:15]. The yield is 0.250. (3) The reactants are [CH3:1][O:2][C:3]1[CH:4]=[C:5]([CH:16]=[CH:17][CH:18]=1)[CH2:6][O:7][C:8]1[CH:15]=[CH:14][C:11]([CH:12]=O)=[CH:10][CH:9]=1.[C:19]12([NH2:29])[CH2:28][CH:23]3[CH2:24][CH:25]([CH2:27][CH:21]([CH2:22]3)[CH2:20]1)[CH2:26]2. No catalyst specified. The product is [C:19]12([NH:29][CH2:12][C:11]3[CH:14]=[CH:15][C:8]([O:7][CH2:6][C:5]4[CH:16]=[CH:17][CH:18]=[C:3]([O:2][CH3:1])[CH:4]=4)=[CH:9][CH:10]=3)[CH2:26][CH:25]3[CH2:24][CH:23]([CH2:22][CH:21]([CH2:27]3)[CH2:20]1)[CH2:28]2. The yield is 0.710. (4) The reactants are [C:1]1([C:8]2[CH:13]=[CH:12][CH:11]=[CH:10][CH:9]=2)[CH:6]=[CH:5][C:4]([NH2:7])=[CH:3][CH:2]=1.Br[C:15]1[CH:20]=[CH:19][C:18]([C:21]2[CH:22]=[CH:23][C:24]3[N:25](C4C=CC=CC=4)[C:26]4[C:31](C=3[CH:33]=2)=[CH:30][CH:29]=[CH:28][CH:27]=4)=[CH:17][CH:16]=1.[CH3:40][C:41]([CH3:44])([O-])[CH3:42].[Na+].[CH3:46][C:47]1C=CC=C[C:52]=1C. The catalyst is CC([O-])=O.CC([O-])=O.[Pd+2]. The product is [C:26]1([N:25]2[C:24]3[CH:23]=[CH:22][C:21]([C:18]4[CH:17]=[CH:16][C:15]([NH:7][C:4]5[CH:3]=[CH:2][C:1]([C:8]6[CH:13]=[CH:12][CH:11]=[CH:10][CH:9]=6)=[CH:6][CH:5]=5)=[CH:20][CH:19]=4)=[CH:33][C:44]=3[C:41]3[C:42]2=[CH:46][CH:47]=[CH:52][CH:40]=3)[CH:27]=[CH:28][CH:29]=[CH:30][CH:31]=1. The yield is 0.430. (5) The reactants are [CH3:1][O:2][C:3]1[CH:7]=[CH:6][S:5][C:4]=1[CH:8]=O.[C:10]12([NH2:20])[CH2:19][CH:14]3[CH2:15][CH:16]([CH2:18][CH:12]([CH2:13]3)[CH2:11]1)[CH2:17]2. No catalyst specified. The product is [C:10]12([NH:20][CH2:8][C:4]3[S:5][CH:6]=[CH:7][C:3]=3[O:2][CH3:1])[CH2:17][CH:16]3[CH2:15][CH:14]([CH2:13][CH:12]([CH2:18]3)[CH2:11]1)[CH2:19]2. The yield is 0.700. (6) The reactants are C([O:3][C:4](=[O:31])[CH2:5][O:6][C:7]1[CH:12]=[CH:11][C:10]([C@@H:13]2[CH2:17][CH2:16][C@H:15]([NH:18][C@@H:19]([C:21]3[C:30]4[C:25](=[CH:26][CH:27]=[CH:28][CH:29]=4)[CH:24]=[CH:23][CH:22]=3)[CH3:20])[CH2:14]2)=[CH:9][CH:8]=1)C.[OH-].[Na+].[ClH:34].C(OCC)(=O)C. The catalyst is C(O)C.C(Cl)Cl. The product is [ClH:34].[C:21]1([C@H:19]([NH:18][C@H:15]2[CH2:16][CH2:17][C@@H:13]([C:10]3[CH:9]=[CH:8][C:7]([O:6][CH2:5][C:4]([OH:31])=[O:3])=[CH:12][CH:11]=3)[CH2:14]2)[CH3:20])[C:30]2[C:25](=[CH:26][CH:27]=[CH:28][CH:29]=2)[CH:24]=[CH:23][CH:22]=1. The yield is 0.870. (7) The reactants are C([N:3](CC)CC)C.ClC(OCC)=O.[C:14]([N:21]1[CH2:26][CH2:25][CH2:24][C@H:23]([C:27]([OH:29])=O)[CH2:22]1)([O:16][C:17]([CH3:20])([CH3:19])[CH3:18])=[O:15]. The yield is 1.00. The product is [C:17]([O:16][C:14]([N:21]1[CH2:26][CH2:25][CH2:24][C@H:23]([C:27](=[O:29])[NH2:3])[CH2:22]1)=[O:15])([CH3:20])([CH3:19])[CH3:18]. The catalyst is C(Cl)(Cl)Cl. (8) The reactants are [NH2:1][C:2]1[CH:11]=[C:10]([O:12][CH3:13])[C:9]([O:14][CH3:15])=[CH:8][C:3]=1[C:4](OC)=O.[CH:16]([NH2:18])=[O:17]. No catalyst specified. The product is [CH3:15][O:14][C:9]1[CH:8]=[C:3]2[C:2](=[CH:11][C:10]=1[O:12][CH3:13])[NH:1][C:16](=[O:17])[N:18]=[CH:4]2. The yield is 0.870.